From a dataset of Drug-target binding data from BindingDB using IC50 measurements. Regression. Given a target protein amino acid sequence and a drug SMILES string, predict the binding affinity score between them. We predict pIC50 (pIC50 = -log10(IC50 in M); higher means more potent). Dataset: bindingdb_ic50. (1) The compound is CC(C)c1n[nH]c(O[C@@H]2O[C@H](CO)[C@H](O)[C@H](O)[C@H]2O)c1Cc1ccc(CCCC(=O)NC(C)(C)C(=O)N2CCNCC2)cc1. The target protein (P53790) has sequence MDSSTLSPAVTATDAPIQSYERIRNAADISVIVIYFVVVMAVGLWAMFSTNRGTVGGFFLAGRSMVWWPIGASLFASNIGSGHFVGLAGTGAAAGIAMGGFEWNALVFVVVLGWLFVPIYIKAGVVTMPEYLRKRFGGKRIQIYLSVLSLLLYIFTKISADIFSGAIFINLALGLDIYLAIFILLAITALYTITGGLAAVIYTDTLQTAIMLVGSFILTGFAFREVGGYEAFMDKYMKAIPTLVSDGNITVKEECYTPRADSFHIFRDPITGDMPWPGLIFGLSILALWYWCTDQVIVQRCLSAKNMSHVKAGCTLCGYLKLLPMFLMVMPGMISRILYTDKIACVLPSECKKYCGTPVGCTNIAYPTLVVELMPNGLRGLMLSVMMASLMSSLTSIFNSASTLFTMDIYTKIRKGASEKELMIAGRLFILVLIGISIAWVPIVQSAQSGQLFDYIQSITSYLGPPIAAVFLLAIFCKRVNEPGAFWGLILGFLIGISRM.... The pIC50 is 7.0. (2) The compound is Cc1nc(N=Nc2ccc(S(=O)(=O)O)cc2S(=O)(=O)O)c(COP(=O)(O)O)c(C=O)c1O. The target protein sequence is MASAVAAALVSWGFLDYKTEKYVMTRNCWVGISQRLLQLGVVVYVIGWALLAKKGYQEWDMDPQISVITKLKGVSVTQVKELEKRLWDVADFVRPSQGENVFFLVTNFLVTPAQVQGRCPEHPSVPLANCWADEDCPEGEMGTYSHGIKTGQCVAFNGTHRTCEIWSWCPVESSAVPRKPLLAQAKNFTLFIKNTVTFNKFNFSRTNALDTWDNTYFKYCLYDSLSSPYCPVFRIGDLVAMTGGDFEDLALLGGAVGINIHWDCNLDTKGSDCSPQYSFQLQERGYNFRTANYWWAASGVESRSLLKLYGIRFDILVTGQAGKFALIPTAITVGTGAAWLGMVTFLCDLLLLYVDREAGFYWRTKYEEARAPKATTNSA. The pIC50 is 3.3. (3) The drug is CCN1c2ncc(COc3ccncc3)cc2C(=O)N(C)c2ccc(Cl)nc21. The target protein sequence is PISPIETVPVKLKPGMDGPKVKQWPLTEEKIKALVEICTEMEKEGKISKIGPENPYNTPVFAIKKKDSTKWRKLVDFRELNKRTQDFWEVQLGIPHPAGLKKRKSVTVLDVGDAYFSVPLDEDFRKYTAFTIPSINNETPGIRYQYNVLPQGWKGSPAIFQSSMTKILEPFRKQNPDIVIYQYMDDLYVGSDLEIGQHRTKIEELRQHLLRWGLTTPDKKHQKEPPFLWMGYELHPDKWTVQPIVLPEKDSWTVNDIQKLVGKLNWASQIYPGIRVRQLCKLLRGTKALTEVIPLTEEAELELAENREILKEPVHGVYYDPSKDLIAEIQKQGQGQWTYQIYQEPFKNLRTGKYARMRGAHTNDVKQLTEAVQKITTESIVIWGKTPKFKLPIQKETWETWWTEYWQATWIPEWEFVNTPPLVKLWYQLEKEPIVGAETFYVDGAANRETKLGKAGYVTNRGRQKVVTLTDTTNQKTELQAIYLALQDSGLEVNIVTDSQ.... The pIC50 is 6.7.